From a dataset of Catalyst prediction with 721,799 reactions and 888 catalyst types from USPTO. Predict which catalyst facilitates the given reaction. (1) Reactant: C([N:8]([CH2:32][CH2:33][O:34][CH3:35])[CH2:9][CH2:10][O:11][C:12]1[CH:13]=[C:14]2[C:18](=[CH:19][CH:20]=1)[NH:17][C:16]([C:21]1[C:22](=[O:31])[NH:23][C:24]3[C:29]([CH:30]=1)=[CH:28][CH:27]=[CH:26][CH:25]=3)=[CH:15]2)C1C=CC=CC=1. Product: [CH3:35][O:34][CH2:33][CH2:32][NH:8][CH2:9][CH2:10][O:11][C:12]1[CH:13]=[C:14]2[C:18](=[CH:19][CH:20]=1)[NH:17][C:16]([C:21]1[C:22](=[O:31])[NH:23][C:24]3[C:29]([CH:30]=1)=[CH:28][CH:27]=[CH:26][CH:25]=3)=[CH:15]2. The catalyst class is: 99. (2) Reactant: [Cl:1][C:2]1[CH:3]=[C:4]2[C:9](=[CH:10][CH:11]=1)[O:8][CH:7]=[C:6]([CH:12]=O)[C:5]2=[O:14].[CH2:15]([O:17][C:18]([C:20]#[C:21][C:22]([O:24][CH2:25][CH3:26])=[O:23])=[O:19])[CH3:16].C1(P(C2C=CC=CC=2)C2C=CC=CC=2)C=CC=CC=1.[CH3:46][O:47][C:48]1[CH:59]=[C:58]2[C:51]([NH:52][CH:53]=[C:54]2[CH2:55][CH2:56][NH2:57])=[CH:50][CH:49]=1. The catalyst class is: 11. Product: [CH2:25]([O:24][C:22]([C:21]1[C:20]2([C:18]([O:17][CH2:15][CH3:16])=[O:19])[N:57]([CH2:56][CH2:55][C:54]3[C:58]4[C:51](=[CH:50][CH:49]=[C:48]([O:47][CH3:46])[CH:59]=4)[NH:52][C:53]=32)[CH:7]=[C:6]([C:5](=[O:14])[C:4]2[CH:3]=[C:2]([Cl:1])[CH:11]=[CH:10][C:9]=2[OH:8])[CH:12]=1)=[O:23])[CH3:26]. (3) Product: [NH:16]1[CH2:15][CH:14]([C:12]2[CH:11]=[C:10]([N:25]3[CH2:29][CH2:28][C:27]([F:31])([CH3:30])[CH2:26]3)[N:9]=[C:8]([C:5]3[CH:6]=[N:7][C:2]([NH2:1])=[C:3]([O:32][CH:33]([F:35])[F:34])[CH:4]=3)[CH:13]=2)[CH2:17]1. The catalyst class is: 55. Reactant: [NH2:1][C:2]1[N:7]=[CH:6][C:5]([C:8]2[CH:13]=[C:12]([CH:14]3[CH2:17][N:16](C(OC(C)(C)C)=O)[CH2:15]3)[CH:11]=[C:10]([N:25]3[CH2:29][CH2:28][C:27]([F:31])([CH3:30])[CH2:26]3)[N:9]=2)=[CH:4][C:3]=1[O:32][CH:33]([F:35])[F:34].